Dataset: Catalyst prediction with 721,799 reactions and 888 catalyst types from USPTO. Task: Predict which catalyst facilitates the given reaction. (1) Reactant: [Cl:1][C:2]1[C:3]([NH:8][CH2:9][C:10]([C@H:12]2[C@H:19]3[C@H:15]([O:16][C:17]([CH3:21])([CH3:20])[O:18]3)[CH2:14][CH2:13]2)=O)=[N:4][CH:5]=[CH:6][N:7]=1.N1C=CC=CC=1.C(O)(C(F)(F)F)=O.C(OC(C(F)(F)F)=O)(C(F)(F)F)=O. Product: [Cl:1][C:2]1[C:3]2[N:4]([C:10]([C@H:12]3[C@H:19]4[C@H:15]([O:16][C:17]([CH3:21])([CH3:20])[O:18]4)[CH2:14][CH2:13]3)=[CH:9][N:8]=2)[CH:5]=[CH:6][N:7]=1. The catalyst class is: 11. (2) Reactant: [Cl:1][CH2:2][C:3]1[CH:23]=[CH:22][C:6]([C:7]([C:9]2[N:13]([CH2:14][CH3:15])[C:12]([C:16]([O:18][CH2:19][CH3:20])=[O:17])=[CH:11][C:10]=2[CH3:21])=[O:8])=[CH:5][CH:4]=1.[BH4-].[Na+]. Product: [Cl:1][CH2:2][C:3]1[CH:23]=[CH:22][C:6]([CH:7]([OH:8])[C:9]2[N:13]([CH2:14][CH3:15])[C:12]([C:16]([O:18][CH2:19][CH3:20])=[O:17])=[CH:11][C:10]=2[CH3:21])=[CH:5][CH:4]=1. The catalyst class is: 36. (3) Reactant: [C:1](Cl)(=O)C(Cl)=O.[CH3:7][O:8][C:9]([C:11]1[CH:12]=[C:13]([CH:17]=[CH:18][C:19]=1[O:20][CH2:21][C:22]1[CH:27]=[CH:26][CH:25]=[CH:24][CH:23]=1)[C:14]([OH:16])=O)=[O:10].CN1[CH2:34][CH2:33][NH:32][CH2:31][CH2:30]1.O. Product: [C:22]1([CH2:21][O:20][C:19]2[CH:18]=[CH:17][C:13]([C:14]([N:32]3[CH2:33][CH2:34][CH2:1][CH2:30][CH2:31]3)=[O:16])=[CH:12][C:11]=2[C:9]([O:8][CH3:7])=[O:10])[CH:27]=[CH:26][CH:25]=[CH:24][CH:23]=1. The catalyst class is: 120. (4) Reactant: [Cl:1][C:2]1[C:3]([C:18]#[N:19])=[CH:4][C:5]2[N:6]([C:8]([S:14](O)(=[O:16])=[O:15])=[C:9]([CH:11]([CH3:13])[CH3:12])[N:10]=2)[CH:7]=1.C(N(CC)CC)C.P(Cl)(Cl)([Cl:29])=O.O. Product: [Cl:1][C:2]1[C:3]([C:18]#[N:19])=[CH:4][C:5]2[N:6]([C:8]([S:14]([Cl:29])(=[O:16])=[O:15])=[C:9]([CH:11]([CH3:13])[CH3:12])[N:10]=2)[CH:7]=1. The catalyst class is: 68. (5) Reactant: CCN(C(C)C)C(C)C.[F:10][C:11]([F:28])([F:27])[O:12][C:13]1[CH:14]=[CH:15][CH:16]=[C:17]2[C:22]=1[O:21][C:20](=[O:23])[C:19]([C:24]([OH:26])=O)=[CH:18]2.CN(C(ON1N=NC2C=CC=NC1=2)=[N+](C)C)C.F[P-](F)(F)(F)(F)F.[CH2:53]([O:55][C:56]1[CH:61]=[CH:60][C:59]([C:62]2[CH:67]=[CH:66][CH:65]=[C:64]([NH2:68])[CH:63]=2)=[CH:58][C:57]=1[CH3:69])[CH3:54]. Product: [CH2:53]([O:55][C:56]1[CH:61]=[CH:60][C:59]([C:62]2[CH:67]=[CH:66][CH:65]=[C:64]([NH:68][C:24]([C:19]3[C:20](=[O:23])[O:21][C:22]4[C:17]([CH:18]=3)=[CH:16][CH:15]=[CH:14][C:13]=4[O:12][C:11]([F:10])([F:28])[F:27])=[O:26])[CH:63]=2)=[CH:58][C:57]=1[CH3:69])[CH3:54]. The catalyst class is: 3. (6) Reactant: [CH3:1][N:2]1[CH2:6][CH2:5][CH:4]([C:7]2[CH2:8][C@:9](C(OC(C)(C)C)=O)([CH:11]=[CH:12][C:13]=2[Cl:14])[NH2:10])[CH2:3]1. Product: [CH3:1][N:2]1[CH2:6][CH2:5][C@H:4]([C:7]2[CH:8]=[C:9]([CH:11]=[CH:12][C:13]=2[Cl:14])[NH2:10])[CH2:3]1. The catalyst class is: 89. (7) The catalyst class is: 66. Product: [N:3]1[CH:4]=[C:5]2[C:9]([N:8]=[CH:7][NH:6]2)=[N:10][CH:2]=1. Reactant: Cl[C:2]1[N:10]=[C:9]2[C:5]([NH:6][CH:7]=[N:8]2)=[C:4](Cl)[N:3]=1.C(OCC)(=O)C.O1C=CCCC1.